This data is from Full USPTO retrosynthesis dataset with 1.9M reactions from patents (1976-2016). The task is: Predict the reactants needed to synthesize the given product. (1) The reactants are: C(OC([N:8]1[CH2:13][CH2:12][N:11]([CH2:14][C:15]2[CH:20]=[CH:19][C:18]([CH:21]3[NH:33][C:31]4[C:32]5[C:23](=[N:24][NH:25][C:26](=[O:34])[C:27]=5[CH:28]=[CH:29][CH:30]=4)[CH:22]3[C:35]3[CH:40]=[CH:39][C:38]([F:41])=[CH:37][CH:36]=3)=[CH:17][CH:16]=2)[CH2:10][CH:9]1[CH3:42])=O)(C)(C)C. Given the product [F:41][C:38]1[CH:37]=[CH:36][C:35]([CH:22]2[C:23]3=[N:24][NH:25][C:26](=[O:34])[C:27]4[CH:28]=[CH:29][CH:30]=[C:31]([C:32]=43)[NH:33][CH:21]2[C:18]2[CH:19]=[CH:20][C:15]([CH2:14][N:11]3[CH2:12][CH2:13][NH:8][CH:9]([CH3:42])[CH2:10]3)=[CH:16][CH:17]=2)=[CH:40][CH:39]=1, predict the reactants needed to synthesize it. (2) Given the product [CH3:8][O:9][C:10](=[O:36])[C@@H:11]([NH:14][C:15]([C:17]1[S:18][C:19]([C:23](=[O:35])[NH:24][CH2:25][C:26]2[CH:34]=[CH:33][CH:32]=[C:31]3[C:27]=2[CH:28]=[N:29][NH:30]3)=[CH:20][C:21]=1[Cl:22])=[O:16])[CH2:12][NH:13][C:83]([C:79]1[S:78][CH:82]=[CH:81][CH:80]=1)=[O:84], predict the reactants needed to synthesize it. The reactants are: FC(F)(F)C(O)=O.[CH3:8][O:9][C:10](=[O:36])[C@@H:11]([NH:14][C:15]([C:17]1[S:18][C:19]([C:23](=[O:35])[NH:24][CH2:25][C:26]2[CH:34]=[CH:33][CH:32]=[C:31]3[C:27]=2[CH:28]=[N:29][NH:30]3)=[CH:20][C:21]=1[Cl:22])=[O:16])[CH2:12][NH2:13].C(N(CC)CC)C.CN(C(ON1N=NC2C=CC=CC1=2)=[N+](C)C)C.F[P-](F)(F)(F)(F)F.C1C=CC2N(O)N=NC=2C=1.[S:78]1[CH:82]=[CH:81][CH:80]=[C:79]1[C:83](O)=[O:84]. (3) The reactants are: [Cl:1][C:2]1[CH:3]=[C:4]([O:13][CH3:14])[C:5]([O:11][CH3:12])=[C:6]([CH:8]([NH2:10])[CH3:9])[CH:7]=1.F[C:16]1[CH:21]=[C:20]([F:22])[CH:19]=[CH:18][C:17]=1[S:23]([CH3:26])(=[O:25])=[O:24].C(N(CC)C(C)C)(C)C. Given the product [Cl:1][C:2]1[CH:3]=[C:4]([O:13][CH3:14])[C:5]([O:11][CH3:12])=[C:6]([CH:8]([NH:10][C:18]2[CH:19]=[C:20]([F:22])[CH:21]=[CH:16][C:17]=2[S:23]([CH3:26])(=[O:25])=[O:24])[CH3:9])[CH:7]=1, predict the reactants needed to synthesize it. (4) Given the product [N:1]1[C:2]2[C:10](=[CH:9][C:5]([C:6]([OH:8])=[O:7])=[CH:4][CH:3]=2)[CH:19]=[CH:14][CH:15]=1, predict the reactants needed to synthesize it. The reactants are: [NH2:1][C:2]1[CH:10]=[CH:9][C:5]([C:6]([OH:8])=[O:7])=[CH:4][CH:3]=1.[N+]([C:14]1[CH:19]=CC(O)=C[CH:15]=1)([O-])=O.S(=O)(=O)(O)O.OCC(CO)O.[OH-].[Na+]. (5) Given the product [C:15]([C:14]1[C:9]([C:6]2[CH:5]=[CH:4][C:3]([C:1]([NH2:2])=[O:28])=[CH:8][CH:7]=2)=[C:10]2[CH:27]=[N:26][NH:25][C:11]2=[N:12][C:13]=1[C:17]1[CH:22]=[CH:21][C:20]([OH:23])=[CH:19][C:18]=1[F:24])#[N:16], predict the reactants needed to synthesize it. The reactants are: [C:1]([C:3]1[CH:8]=[CH:7][C:6]([C:9]2[C:14]([C:15]#[N:16])=[C:13]([C:17]3[CH:22]=[CH:21][C:20]([OH:23])=[CH:19][C:18]=3[F:24])[N:12]=[C:11]3[NH:25][N:26]=[CH:27][C:10]=23)=[CH:5][CH:4]=1)#[N:2].[OH-:28].[K+].Cl. (6) The reactants are: [C:1]([C:4]1[CH:9]=[CH:8][CH:7]=[CH:6][C:5]=1[NH:10][C:11]([C:13]1[C:18]([C:19](=[O:26])[C:20]2[CH:25]=[CH:24][CH:23]=[CH:22][CH:21]=2)=[CH:17][CH:16]=[CH:15][N:14]=1)=O)(=[O:3])[NH2:2]. Given the product [C:19]([C:18]1[C:13]([C:11]2[NH:2][C:1](=[O:3])[C:4]3[C:5](=[CH:6][CH:7]=[CH:8][CH:9]=3)[N:10]=2)=[N:14][CH:15]=[CH:16][CH:17]=1)(=[O:26])[C:20]1[CH:25]=[CH:24][CH:23]=[CH:22][CH:21]=1, predict the reactants needed to synthesize it. (7) Given the product [ClH:19].[Cl:19][C:20]1[CH:27]=[C:26]([F:28])[CH:25]=[CH:24][C:21]=1[CH2:22][S:18][C:9]1[NH:8][C@H:7]([C:1]2[CH:2]=[CH:3][CH:4]=[CH:5][CH:6]=2)[C@H:11]([C:12]2[CH:13]=[CH:14][CH:15]=[CH:16][CH:17]=2)[N:10]=1, predict the reactants needed to synthesize it. The reactants are: [C:1]1([C@H:7]2[C@@H:11]([C:12]3[CH:17]=[CH:16][CH:15]=[CH:14][CH:13]=3)[NH:10][C:9](=[S:18])[NH:8]2)[CH:6]=[CH:5][CH:4]=[CH:3][CH:2]=1.[Cl:19][C:20]1[CH:27]=[C:26]([F:28])[CH:25]=[CH:24][C:21]=1[CH2:22]Cl. (8) Given the product [F:1][C:2]([F:29])([F:28])[C:3]1[CH:27]=[CH:26][C:6]([CH2:7][N:8]2[C:24](=[O:25])[N:11]3[CH:12]=[CH:13][C:14]([C:17]4[CH:22]=[CH:21][C:20]([CH3:23])=[CH:19][CH:18]=4)=[C:15]([C:39]4[CH:40]=[CH:41][C:36]([CH3:35])=[CH:37][CH:38]=4)[C:10]3=[N:9]2)=[CH:5][CH:4]=1, predict the reactants needed to synthesize it. The reactants are: [F:1][C:2]([F:29])([F:28])[C:3]1[CH:27]=[CH:26][C:6]([CH2:7][N:8]2[C:24](=[O:25])[N:11]3[CH:12]=[CH:13][C:14]([C:17]4[CH:22]=[CH:21][C:20]([CH3:23])=[CH:19][CH:18]=4)=[C:15](Cl)[C:10]3=[N:9]2)=[CH:5][CH:4]=1.C1COCC1.[CH3:35][C:36]1[CH:41]=[CH:40][C:39](B(O)O)=[CH:38][CH:37]=1.C([O-])([O-])=O.[K+].[K+]. (9) The reactants are: [CH2:1]([O:8][CH2:9][C@H:10]([CH:27]([CH3:29])[CH3:28])[CH2:11][C@H:12]1[C:17]([O:18][CH2:19][CH3:20])=N[C@H](C(C)C)C(OCC)=[N:13]1)[C:2]1[CH:7]=[CH:6][CH:5]=[CH:4][CH:3]=1.Cl.C([O-])(O)=[O:32].[Na+]. Given the product [NH2:13][C@@H:12]([CH2:11][C@H:10]([CH2:9][O:8][CH2:1][C:2]1[CH:7]=[CH:6][CH:5]=[CH:4][CH:3]=1)[CH:27]([CH3:29])[CH3:28])[C:17]([O:18][CH2:19][CH3:20])=[O:32], predict the reactants needed to synthesize it.